From a dataset of Full USPTO retrosynthesis dataset with 1.9M reactions from patents (1976-2016). Predict the reactants needed to synthesize the given product. (1) Given the product [OH:12][NH:11][C:9]([NH:8][C:5]1[CH:6]=[CH:7][C:2]([C:18]2[CH:19]=[CH:20][C:15]([C:14]([F:25])([F:24])[F:13])=[CH:16][CH:17]=2)=[CH:3][CH:4]=1)=[O:10], predict the reactants needed to synthesize it. The reactants are: Br[C:2]1[CH:7]=[CH:6][C:5]([NH:8][C:9]([NH:11][OH:12])=[O:10])=[CH:4][CH:3]=1.[F:13][C:14]([F:25])([F:24])[C:15]1[CH:20]=[CH:19][C:18](B(O)O)=[CH:17][CH:16]=1.C(=O)(O)[O-].[Na+]. (2) Given the product [NH2:1][C:2]1[C:3]([C:16]2[NH:19][N:18]=[C:20]([C@@H:22]3[CH2:27][CH2:26][CH2:25][N:24]([C:28]([O:30][C:31]([CH3:34])([CH3:33])[CH3:32])=[O:29])[CH2:23]3)[N:17]=2)=[N:4][C:5]([C:8]2[CH:13]=[CH:12][CH:11]=[C:10]([CH2:14][OH:15])[CH:9]=2)=[CH:6][N:7]=1, predict the reactants needed to synthesize it. The reactants are: [NH2:1][C:2]1[C:3]([C:16]#[N:17])=[N:4][C:5]([C:8]2[CH:13]=[CH:12][CH:11]=[C:10]([CH2:14][OH:15])[CH:9]=2)=[CH:6][N:7]=1.[NH:18]([C:20]([C@H:22]1[CH2:27][CH2:26][CH2:25][N:24]([C:28]([O:30][C:31]([CH3:34])([CH3:33])[CH3:32])=[O:29])[CH2:23]1)=O)[NH2:19]. (3) Given the product [NH2:4][C:5]1[N:10]=[C:9]([CH:11]2[CH2:16][CH2:15][CH2:14][N:13]([C:17]([O:19][C:20]([CH3:23])([CH3:21])[CH3:22])=[O:18])[CH2:12]2)[CH:8]=[C:7]([C:24]2[C:25]([OH:31])=[CH:26][CH:27]=[CH:28][C:29]=2[O:30][CH2:1][CH3:2])[N:6]=1, predict the reactants needed to synthesize it. The reactants are: [CH2:1](I)[CH3:2].[NH2:4][C:5]1[N:10]=[C:9]([CH:11]2[CH2:16][CH2:15][CH2:14][N:13]([C:17]([O:19][C:20]([CH3:23])([CH3:22])[CH3:21])=[O:18])[CH2:12]2)[CH:8]=[C:7]([C:24]2[C:29]([OH:30])=[CH:28][CH:27]=[CH:26][C:25]=2[OH:31])[N:6]=1.C(=O)([O-])[O-].[K+].[K+].CN(C=O)C. (4) Given the product [CH3:1][N:2]([CH3:17])[CH2:3][CH2:4][N:5]1[C:9]([C:10]2[CH:11]=[C:12]([NH:16][C:21]3[C:22]4[CH:27]=[C:26]([C:28]5[CH2:29][CH2:30][N:31]([C:34]([O:36][C:37]([CH3:40])([CH3:39])[CH3:38])=[O:35])[CH2:32][CH:33]=5)[NH:25][C:23]=4[N:24]=[CH:19][N:20]=3)[CH:13]=[CH:14][CH:15]=2)=[CH:8][N:7]=[CH:6]1, predict the reactants needed to synthesize it. The reactants are: [CH3:1][N:2]([CH3:17])[CH2:3][CH2:4][N:5]1[C:9]([C:10]2[CH:11]=[C:12]([NH2:16])[CH:13]=[CH:14][CH:15]=2)=[CH:8][N:7]=[CH:6]1.Cl[C:19]1[N:20]=[CH:21][C:22]2[CH:27]=[C:26]([C:28]3[CH2:29][CH2:30][N:31]([C:34]([O:36][C:37]([CH3:40])([CH3:39])[CH3:38])=[O:35])[CH2:32][CH:33]=3)[NH:25][C:23]=2[N:24]=1.Cl.C(OC(OC(OC(C)(C)C)=O)=O)(C)(C)C.C(N(CC)C(C)C)(C)C. (5) The reactants are: Br[C:2]1[C:6]([C:7]2[CH:12]=[CH:11][N:10]=[CH:9][CH:8]=2)=[C:5]([C:13]2[CH:18]=[CH:17][C:16]([F:19])=[C:15]([F:20])[CH:14]=2)[NH:4][N:3]=1.[CH2:21]1[C@@H:29]2[N:24]([CH2:25][CH2:26][C:27](=O)[CH2:28]2)[CH2:23][CH2:22]1.C(OCC)(=O)C.CO. Given the product [F:20][C:15]1[CH:14]=[C:13]([C:5]2[NH:4][N:3]=[C:2]([C:27]3[CH2:26][CH2:25][N:24]4[C@H:29]([CH:28]=3)[CH2:21][CH2:22][CH2:23]4)[C:6]=2[C:7]2[CH:12]=[CH:11][N:10]=[CH:9][CH:8]=2)[CH:18]=[CH:17][C:16]=1[F:19], predict the reactants needed to synthesize it.